This data is from NCI-60 drug combinations with 297,098 pairs across 59 cell lines. The task is: Regression. Given two drug SMILES strings and cell line genomic features, predict the synergy score measuring deviation from expected non-interaction effect. (1) Drug 1: C1=CC(=CC=C1CCC2=CNC3=C2C(=O)NC(=N3)N)C(=O)NC(CCC(=O)O)C(=O)O. Drug 2: CC1C(C(CC(O1)OC2CC(CC3=C2C(=C4C(=C3O)C(=O)C5=CC=CC=C5C4=O)O)(C(=O)C)O)N)O. Cell line: ACHN. Synergy scores: CSS=57.0, Synergy_ZIP=-4.63, Synergy_Bliss=-4.46, Synergy_Loewe=-14.8, Synergy_HSA=3.04. (2) Drug 1: CN(C(=O)NC(C=O)C(C(C(CO)O)O)O)N=O. Drug 2: C(CCl)NC(=O)N(CCCl)N=O. Cell line: HCT-15. Synergy scores: CSS=43.1, Synergy_ZIP=12.8, Synergy_Bliss=14.3, Synergy_Loewe=0.275, Synergy_HSA=1.88.